This data is from Reaction yield outcomes from USPTO patents with 853,638 reactions. The task is: Predict the reaction yield, written as a fraction of the theoretical maximum amount of product (1.0 means a 100% yield; for example, 0.34 means a 34% yield). (1) The reactants are Cl[CH2:2][CH2:3][CH2:4][N:5]1[CH:9]=[CH:8][N:7]=[CH:6]1.C(=O)([O-])[O-].[Cs+].[Cs+].[F:16][C:17]1[CH:23]=[C:22]([N+:24]([O-:26])=[O:25])[CH:21]=[CH:20][C:18]=1[NH2:19]. The catalyst is CN(C=O)C. The product is [N:5]1([CH2:4][CH2:3][CH2:2][NH:19][C:18]2[CH:20]=[CH:21][C:22]([N+:24]([O-:26])=[O:25])=[CH:23][C:17]=2[F:16])[CH:9]=[CH:8][N:7]=[CH:6]1. The yield is 0.820. (2) The reactants are C1(C#CC2CC3(CCNCC3)ON=2)C=CC=CC=1.[CH3:19][C:20]1[N:25]=[C:24]([C:26]#[C:27][C:28]2[CH2:32][C:31]3([CH2:36][CH2:35][N:34](C(OC(C)(C)C)=O)[CH2:33]3)[O:30][N:29]=2)[CH:23]=[CH:22][CH:21]=1. The catalyst is C(Cl)(Cl)Cl. The product is [CH3:19][C:20]1[N:25]=[C:24]([C:26]#[C:27][C:28]2[CH2:32][C:31]3([CH2:36][CH2:35][NH:34][CH2:33]3)[O:30][N:29]=2)[CH:23]=[CH:22][CH:21]=1. The yield is 0.945. (3) The reactants are [OH2:1].[NH2:2][NH2:3].[C:4]([C:6]1[C:11](=O)[N:10]([C:13]2[CH:18]=[CH:17][C:16]([CH3:19])=[CH:15][CH:14]=2)[C:9]([C:20]2[CH:25]=[CH:24][C:23]([S:26][CH3:27])=[CH:22][CH:21]=2)=[N:8][C:7]=1SC)#[N:5].C(=O)([O-])[O-].[K+].[K+]. The catalyst is C1(C)C=CC=CC=1. The product is [NH2:5][C:4]1[C:6]2[C:11](=[O:1])[N:10]([C:13]3[CH:14]=[CH:15][C:16]([CH3:19])=[CH:17][CH:18]=3)[C:9]([C:20]3[CH:21]=[CH:22][C:23]([S:26][CH3:27])=[CH:24][CH:25]=3)=[N:8][C:7]=2[NH:3][N:2]=1. The yield is 0.435. (4) The yield is 0.980. The product is [C:28]([C:26]1[CH:25]=[N:24][N:23]([C:20]2[S:19][C:18]([S:15]([NH:14][C@:3]3([C:11]([OH:13])=[O:12])[C@@H:4]([C:5]4[CH:6]=[CH:7][CH:8]=[CH:9][CH:10]=4)[C@H:2]3[CH3:1])(=[O:16])=[O:17])=[CH:22][CH:21]=2)[CH:27]=1)#[CH:29]. The catalyst is CO. The reactants are [CH3:1][C@@H:2]1[C@H:4]([C:5]2[CH:10]=[CH:9][CH:8]=[CH:7][CH:6]=2)[C@:3]1([NH:14][S:15]([C:18]1[S:19][C:20]([N:23]2[CH:27]=[C:26]([C:28]#[C:29][Si](C)(C)C)[CH:25]=[N:24]2)=[CH:21][CH:22]=1)(=[O:17])=[O:16])[C:11]([OH:13])=[O:12].C(=O)([O-])[O-].[K+].[K+].S([O-])(O)(=O)=O.[K+]. (5) The reactants are [F:1][C:2]1[C:15]([F:16])=[CH:14][CH:13]=[CH:12][C:3]=1[O:4][C:5]1[CH:11]=[CH:10][C:8](N)=[CH:7][CH:6]=1.Cl.N([O-])=O.[Na+].NC(N)=O.[Na+].[I-:27]. The catalyst is O. The product is [F:16][C:15]1[CH:14]=[CH:13][CH:12]=[C:3]([O:4][C:5]2[CH:11]=[CH:10][C:8]([I:27])=[CH:7][CH:6]=2)[C:2]=1[F:1]. The yield is 0.790. (6) The catalyst is O.ClCCl. The yield is 0.730. The product is [CH2:41]([N:36]([CH2:37][CH2:38][CH2:39][CH3:40])[C:34]1[N:35]=[C:30]([N:29]([CH2:25][CH2:26][CH2:27][CH3:28])[CH2:46][CH2:47][CH2:48][CH3:49])[N:31]=[C:32]([NH:8][C:9]2[CH:22]=[CH:21][C:20]3[C:19](=[O:23])[C:18]4[C:13](=[CH:14][CH:15]=[CH:16][CH:17]=4)[C:12](=[O:24])[C:11]=3[CH:10]=2)[N:33]=1)[CH2:42][CH2:43][CH3:44]. The reactants are C1(O)C=CC=CC=1.[NH2:8][C:9]1[CH:22]=[CH:21][C:20]2[C:19](=[O:23])[C:18]3[C:13](=[CH:14][CH:15]=[CH:16][CH:17]=3)[C:12](=[O:24])[C:11]=2[CH:10]=1.[CH2:25]([N:29]([CH2:46][CH2:47][CH2:48][CH3:49])[C:30]1[N:35]=[C:34]([N:36]([CH2:41][CH2:42][CH2:43][CH3:44])[CH2:37][CH2:38][CH2:39][CH3:40])[N:33]=[C:32](Cl)[N:31]=1)[CH2:26][CH2:27][CH3:28].[OH-].[Na+].